Dataset: Full USPTO retrosynthesis dataset with 1.9M reactions from patents (1976-2016). Task: Predict the reactants needed to synthesize the given product. (1) Given the product [CH3:22][O:21][C:18]1[N:17]=[C:16]([O:23][CH2:24][CH2:25][C:26]2[C:35]3[C:30](=[CH:31][CH:32]=[CH:33][CH:34]=3)[N:29]=[CH:28][CH:27]=2)[C:15]([S:12]([NH:11][C@H:8]([CH:9]=[O:10])[CH2:7][C:6]([OH:36])=[O:5])(=[O:14])=[O:13])=[CH:20][CH:19]=1, predict the reactants needed to synthesize it. The reactants are: C([O:5][C:6](=[O:36])[CH2:7][C@H:8]([NH:11][S:12]([C:15]1[C:16]([O:23][CH2:24][CH2:25][C:26]2[C:35]3[C:30](=[CH:31][CH:32]=[CH:33][CH:34]=3)[N:29]=[CH:28][CH:27]=2)=[N:17][C:18]([O:21][CH3:22])=[CH:19][CH:20]=1)(=[O:14])=[O:13])[CH:9]=[O:10])(C)(C)C.C(O)(C(F)(F)F)=O. (2) Given the product [Br:8][C:5]1[CH:6]=[CH:7][C:2]2[N:13]=[C:11]([OH:12])[C:10]3[C:9]([C:3]=2[CH:4]=1)=[C:23]([O:24][CH2:25][CH3:26])[N:22]=[CH:21][CH:20]=3, predict the reactants needed to synthesize it. The reactants are: N[C:2]1[CH:7]=[CH:6][C:5]([Br:8])=[CH:4][C:3]=1[C:9]1[C:23]([O:24][CH2:25][CH3:26])=[N:22][CH:21]=[CH:20][C:10]=1[C:11]([N:13](C(C)C)C(C)C)=[O:12].C[Si]([N-][Si](C)(C)C)(C)C.[Na+]. (3) Given the product [C:1]([C:5]1[CH:12]=[CH:11][C:8]([CH2:9][NH:22][CH2:21][CH2:20][C:15]2[CH:16]=[CH:17][CH:18]=[CH:19][C:14]=2[Cl:13])=[CH:7][CH:6]=1)([CH3:4])([CH3:3])[CH3:2], predict the reactants needed to synthesize it. The reactants are: [C:1]([C:5]1[CH:12]=[CH:11][C:8]([CH:9]=O)=[CH:7][CH:6]=1)([CH3:4])([CH3:3])[CH3:2].[Cl:13][C:14]1[CH:19]=[CH:18][CH:17]=[CH:16][C:15]=1[CH2:20][CH2:21][NH2:22].[BH4-].[Na+]. (4) Given the product [F:1][C:2]1[CH:7]=[CH:6][C:5]([CH2:8][CH2:9][CH2:10][OH:11])=[CH:4][C:3]=1[CH3:18], predict the reactants needed to synthesize it. The reactants are: [F:1][C:2]1[CH:7]=[CH:6][C:5]([CH2:8][CH2:9][CH2:10][O:11]C2CCCCO2)=[CH:4][C:3]=1[CH3:18].O.C1(C)C=CC(S(O)(=O)=O)=CC=1.C(=O)([O-])O.[Na+]. (5) Given the product [Br:28][C:25]1[CH:26]=[CH:27][C:22]([C:18]2[O:19][C:20]([CH3:21])=[C:16]([CH2:15][CH2:14][N:11]3[CH2:12][CH2:13][CH:9]([NH:7][CH3:6])[CH2:10]3)[N:17]=2)=[CH:23][CH:24]=1, predict the reactants needed to synthesize it. The reactants are: C(O[C:6](=O)[N:7]([CH:9]1[CH2:13][CH2:12][N:11]([CH2:14][CH2:15][C:16]2[N:17]=[C:18]([C:22]3[CH:27]=[CH:26][C:25]([Br:28])=[CH:24][CH:23]=3)[O:19][C:20]=2[CH3:21])[CH2:10]1)C)(C)(C)C.FC(F)(F)C(O)=O. (6) Given the product [Cl:21][CH2:22][CH2:23][CH2:24][CH2:25][CH:26]([C:27]1[NH:43][N:42]=[C:17]([NH:16][C:6]2[CH:7]=[CH:8][C:9]([N:10]3[CH:14]=[N:13][C:12]([CH3:15])=[N:11]3)=[C:4]([O:3][CH3:2])[CH:5]=2)[N:18]=1)[C:30]1[CH:35]=[CH:34][C:33]([O:36][C:37]([F:38])([F:39])[F:40])=[C:32]([F:41])[CH:31]=1, predict the reactants needed to synthesize it. The reactants are: I.[CH3:2][O:3][C:4]1[CH:5]=[C:6]([NH:16][C:17](SC)=[NH:18])[CH:7]=[CH:8][C:9]=1[N:10]1[CH:14]=[N:13][C:12]([CH3:15])=[N:11]1.[Cl:21][CH2:22][CH2:23][CH2:24][CH2:25][CH:26]([C:30]1[CH:35]=[CH:34][C:33]([O:36][C:37]([F:40])([F:39])[F:38])=[C:32]([F:41])[CH:31]=1)[C:27](O)=O.[NH2:42][NH2:43]. (7) Given the product [C:1]([O:4][CH2:5]/[C:6](/[C:17]1[CH:22]=[CH:21][C:20]([S:23]([CH3:26])(=[O:25])=[O:24])=[CH:19][CH:18]=1)=[C:7](/[C:11]1[CH:16]=[CH:15][CH:14]=[CH:13][CH:12]=1)\[C:8]([O:10][CH2:34][CH2:33][CH2:32][CH:31]([O:30][N+:27]([O-:29])=[O:28])[CH2:36][O:37][N+:38]([O-:40])=[O:39])=[O:9])(=[O:3])[CH3:2], predict the reactants needed to synthesize it. The reactants are: [C:1]([O:4][CH2:5]/[C:6](/[C:17]1[CH:22]=[CH:21][C:20]([S:23]([CH3:26])(=[O:25])=[O:24])=[CH:19][CH:18]=1)=[C:7](/[C:11]1[CH:16]=[CH:15][CH:14]=[CH:13][CH:12]=1)\[C:8]([OH:10])=[O:9])(=[O:3])[CH3:2].[N+:27]([O:30][CH:31]([CH2:36][O:37][N+:38]([O-:40])=[O:39])[CH2:32][CH2:33][CH2:34]O)([O-:29])=[O:28].CCN=C=NCCCN(C)C.